This data is from Forward reaction prediction with 1.9M reactions from USPTO patents (1976-2016). The task is: Predict the product of the given reaction. The product is: [I:6][C:7]1[CH:15]=[C:14]2[C:13](=[CH:9][CH:8]=1)[N:12]([CH2:16][CH2:17][CH2:18][CH2:19][CH2:20][CH2:21][CH3:22])[C:11](=[O:23])[C:34]2([O:35][CH3:36])[O:37][CH3:38]. Given the reactants S(=O)(=O)(O)O.[I:6][C:7]1[CH:8]=[C:9]2[C:13](=[CH:14][CH:15]=1)[N:12]([CH2:16][CH2:17][CH2:18][CH2:19][CH2:20][CH2:21][CH3:22])[C:11](=[O:23])C2=O.C(=O)([O-])O.[Na+].CO.CO[CH:34]([O:37][CH3:38])[O:35][CH3:36], predict the reaction product.